The task is: Predict the product of the given reaction.. This data is from Forward reaction prediction with 1.9M reactions from USPTO patents (1976-2016). (1) Given the reactants I[C:2]1[CH:7]=[CH:6][CH:5]=[CH:4][CH:3]=1.[N:19]1[C:20]2[C:15](=CC=[C:15]3[C:20]=2[N:19]=[CH:18][CH:17]=[CH:16]3)[CH:16]=[CH:17][CH:18]=1.[C:22]([O-:25])([O-])=O.[Cs+].[Cs+].[C:28]1(C)C=CC=C[CH:29]=1, predict the reaction product. The product is: [O:25]([CH2:22][C:16]12[CH2:15][CH2:20][N:19]([CH2:18][CH2:17]1)[CH2:29][CH2:28]2)[C:2]1[CH:7]=[CH:6][CH:5]=[CH:4][CH:3]=1. (2) Given the reactants [F:1][C:2]([F:17])([F:16])[C:3]1[CH:8]=[CH:7][C:6]([C:9]2[CH:14]=[CH:13][C:12]([NH2:15])=[CH:11][CH:10]=2)=[CH:5][CH:4]=1.N1C=CC=CC=1.[CH:24](OC1C=CC([N+]([O-])=O)=CC=1)=[O:25], predict the reaction product. The product is: [F:1][C:2]([F:16])([F:17])[C:3]1[CH:8]=[CH:7][C:6]([C:9]2[CH:14]=[CH:13][C:12]([NH:15][CH:24]=[O:25])=[CH:11][CH:10]=2)=[CH:5][CH:4]=1. (3) Given the reactants COC(C1C(Br)=C(N)N=C(C2C=CC(Cl)=CC=2)N=1)=O.COC(C1C(Br)=C(N)N=C(C2C=CC(Cl)=C(OC)C=2)N=1)=O.[CH3:41][O:42][C:43]([C:45]1[C:50]([Br:51])=[C:49]([NH2:52])[N:48]=[C:47]([C:53]2[CH:58]=[C:57](OC)[C:56]([Cl:61])=[CH:55][C:54]=2[F:62])[N:46]=1)=[O:44], predict the reaction product. The product is: [CH3:41][O:42][C:43]([C:45]1[C:50]([Br:51])=[C:49]([NH2:52])[N:48]=[C:47]([C:53]2[CH:58]=[CH:57][C:56]([Cl:61])=[CH:55][C:54]=2[F:62])[N:46]=1)=[O:44]. (4) Given the reactants [Cl:1][C:2]1[C:3]2[C:10]3[CH2:11][CH2:12][C:13]4([CH2:18][C:9]=3[S:8][C:4]=2[N:5]=[CH:6][N:7]=1)[O:17][CH2:16][CH2:15][O:14]4.[Cl:19][C:20]1[CH:21]=[C:22]([NH2:34])[CH:23]=[CH:24][C:25]=1[O:26][CH2:27][C:28]1[CH:33]=[CH:32][CH:31]=[CH:30][N:29]=1.Cl, predict the reaction product. The product is: [ClH:1].[Cl:19][C:20]1[CH:21]=[C:22]([NH:34][C:2]2[C:3]3[C:10]4[CH2:11][CH2:12][C:13]5([CH2:18][C:9]=4[S:8][C:4]=3[N:5]=[CH:6][N:7]=2)[O:17][CH2:16][CH2:15][O:14]5)[CH:23]=[CH:24][C:25]=1[O:26][CH2:27][C:28]1[CH:33]=[CH:32][CH:31]=[CH:30][N:29]=1. (5) The product is: [Br:1][C:2]1[CH:7]=[CH:6][C:5]([C:8]2[N:19]([CH2:20][C:21]3[CH:26]=[CH:25][C:24]([CH3:27])=[CH:23][C:22]=3[CH3:28])[C:17](=[O:18])[C:16]([C:14]#[N:15])=[C:10]([CH3:11])[CH:9]=2)=[CH:4][CH:3]=1. Given the reactants [Br:1][C:2]1[CH:7]=[CH:6][C:5]([C:8](=O)[CH2:9][C:10](=O)[CH3:11])=[CH:4][CH:3]=1.[C:14]([CH2:16][C:17]([NH:19][CH2:20][C:21]1[CH:26]=[CH:25][C:24]([CH3:27])=[CH:23][C:22]=1[CH3:28])=[O:18])#[N:15].C1CCN2C(=NCCC2)CC1, predict the reaction product. (6) Given the reactants [Br:1][C:2]1[CH:10]=[C:9]2[C:5]([C:6]([CH2:11][N:12]([CH3:20])[C:13](=[O:19])[O:14][C:15]([CH3:18])([CH3:17])[CH3:16])=[CH:7][NH:8]2)=[CH:4][CH:3]=1.[H-].[Na+].[F:23][C:24]1[CH:25]=[C:26]([S:30](Cl)(=[O:32])=[O:31])[CH:27]=[CH:28][CH:29]=1.[Cl-].[NH4+], predict the reaction product. The product is: [Br:1][C:2]1[CH:10]=[C:9]2[C:5]([C:6]([CH2:11][N:12]([CH3:20])[C:13](=[O:19])[O:14][C:15]([CH3:16])([CH3:17])[CH3:18])=[CH:7][N:8]2[S:30]([C:26]2[CH:27]=[CH:28][CH:29]=[C:24]([F:23])[CH:25]=2)(=[O:32])=[O:31])=[CH:4][CH:3]=1.